From a dataset of Full USPTO retrosynthesis dataset with 1.9M reactions from patents (1976-2016). Predict the reactants needed to synthesize the given product. (1) Given the product [Cl:1][C:2]1[CH:24]=[CH:23][CH:22]=[CH:21][C:3]=1[CH2:4][NH:5][C:6]([C:8]1[C:9](=[O:20])[NH:10][N:11]=[C:12]([C:14]2[CH:19]=[CH:18][N:17]=[CH:16][CH:15]=2)[CH:13]=1)=[O:7], predict the reactants needed to synthesize it. The reactants are: [Cl:1][C:2]1[CH:24]=[C:23](Cl)[CH:22]=[CH:21][C:3]=1[CH2:4][NH:5][C:6]([C:8]1[C:9](=[O:20])[NH:10][N:11]=[C:12]([C:14]2[CH:19]=[CH:18][N:17]=[CH:16][CH:15]=2)[CH:13]=1)=[O:7].O=C1C(C(O)=O)=CC(C2C=CN=CC=2)=NN1.C(Cl)(=O)C(Cl)=O.ClC1C=CC=CC=1CN. (2) The reactants are: [NH3:1].[N+:2]([C:5]1[CH:6]=[C:7]([N:11]=[C:12]=[O:13])[CH:8]=[CH:9][CH:10]=1)([O-:4])=[O:3]. Given the product [N+:2]([C:5]1[CH:6]=[C:7]([NH:11][C:12]([NH2:1])=[O:13])[CH:8]=[CH:9][CH:10]=1)([O-:4])=[O:3], predict the reactants needed to synthesize it. (3) Given the product [CH3:16][C:15]1[O:14][C:13]([C:17]2[CH:18]=[CH:19][CH:20]=[CH:21][CH:22]=2)=[N:12][C:11]=1[CH2:10][CH2:9][NH:8][C:7]([C:6]1[N:2]([CH3:1])[N:3]=[CH:4][C:5]=1[C:24]([N:38]1[CH2:39][C:36]2([CH2:33][O:34][CH2:35]2)[CH2:37]1)=[O:25])=[O:23], predict the reactants needed to synthesize it. The reactants are: [CH3:1][N:2]1[C:6]([C:7](=[O:23])[NH:8][CH2:9][CH2:10][C:11]2[N:12]=[C:13]([C:17]3[CH:22]=[CH:21][CH:20]=[CH:19][CH:18]=3)[O:14][C:15]=2[CH3:16])=[C:5]([C:24](O)=[O:25])[CH:4]=[N:3]1.C(O)(=O)C(O)=O.[CH2:33]1[C:36]2([CH2:39][NH:38][CH2:37]2)[CH2:35][O:34]1.[CH2:33]1[C:36]2([CH2:39][NH:38][CH2:37]2)[CH2:35][O:34]1. (4) Given the product [C:60]([O:59][C:58]([NH:57][C:52]1[CH:53]=[CH:54][CH:55]=[CH:56][C:51]=1[NH:50][C:13](=[O:15])/[CH:12]=[CH:11]/[C:7]1[CH:6]=[C:5]([CH:10]=[CH:9][CH:8]=1)[C:3]([O:2][CH3:1])=[O:4])=[O:64])([CH3:63])([CH3:61])[CH3:62], predict the reactants needed to synthesize it. The reactants are: [CH3:1][O:2][C:3]([C:5]1[CH:6]=[C:7](/[CH:11]=[CH:12]/[C:13]([OH:15])=O)[CH:8]=[CH:9][CH:10]=1)=[O:4].C(N(CC)CC)C.F[P-](F)(F)(F)(F)F.N1(O[P+](N(C)C)(N(C)C)N(C)C)C2C=CC=CC=2N=N1.[NH2:50][C:51]1[CH:56]=[CH:55][CH:54]=[CH:53][C:52]=1[NH:57][C:58](=[O:64])[O:59][C:60]([CH3:63])([CH3:62])[CH3:61]. (5) Given the product [NH:1]1[C:5]2[CH:6]=[CH:7][CH:8]=[CH:9][C:4]=2[N:3]=[C:2]1[C:10]([C:12]1[CH:17]=[CH:16][C:15]([O:18][C:20]2[C:25]([C:26]3([F:32])[CH2:27][CH2:28][O:29][CH2:30][CH2:31]3)=[N:24][CH:23]=[CH:22][N:21]=2)=[CH:14][CH:13]=1)=[O:11], predict the reactants needed to synthesize it. The reactants are: [NH:1]1[C:5]2[CH:6]=[CH:7][CH:8]=[CH:9][C:4]=2[N:3]=[C:2]1[C:10]([C:12]1[CH:17]=[CH:16][C:15]([OH:18])=[CH:14][CH:13]=1)=[O:11].F[C:20]1[C:25]([C:26]2([F:32])[CH2:31][CH2:30][O:29][CH2:28][CH2:27]2)=[N:24][CH:23]=[CH:22][N:21]=1.C(=O)([O-])[O-].[Cs+].[Cs+].